Task: Predict the reactants needed to synthesize the given product.. Dataset: Full USPTO retrosynthesis dataset with 1.9M reactions from patents (1976-2016) Given the product [CH3:1][O:2][C:3]([CH:5]1[CH2:9][CH2:8][CH2:7][N:6]1[N:10]([C:32](=[O:33])[CH2:31][C:26]1[NH:25][C:24]2[CH:35]=[CH:36][C:21]([NH:20][S:17]([CH3:16])(=[O:19])=[O:18])=[CH:22][C:23]=2[S:28](=[O:29])(=[O:30])[N:27]=1)[CH2:11][CH2:12][CH:13]([CH3:15])[CH3:14])=[O:4], predict the reactants needed to synthesize it. The reactants are: [CH3:1][O:2][C:3]([CH:5]1[CH2:9][CH2:8][CH2:7][N:6]1[NH:10][CH2:11][CH2:12][CH:13]([CH3:15])[CH3:14])=[O:4].[CH3:16][S:17]([NH:20][C:21]1[CH:36]=[CH:35][C:24]2[NH:25][C:26]([CH2:31][C:32](O)=[O:33])=[N:27][S:28](=[O:30])(=[O:29])[C:23]=2[CH:22]=1)(=[O:19])=[O:18].